Task: Predict the reaction yield, written as a fraction of the theoretical maximum amount of product (1.0 means a 100% yield; for example, 0.34 means a 34% yield).. Dataset: Reaction yield outcomes from USPTO patents with 853,638 reactions (1) The reactants are Cl.[CH3:2][C@@H:3]([NH2:11])[CH2:4][N:5]1[CH2:10][CH2:9][O:8][CH2:7][CH2:6]1.[Br:12][C:13]1[CH:14]=[CH:15][C:16](F)=[C:17]([N+:19]([O-:21])=[O:20])[CH:18]=1.C(N(CC)CC)C. The catalyst is C(OCC)(=O)C.CN(C1C=CC=CN=1)C. The product is [Br:12][C:13]1[CH:14]=[CH:15][C:16]([NH:11][C@H:3]([CH3:2])[CH2:4][N:5]2[CH2:10][CH2:9][O:8][CH2:7][CH2:6]2)=[C:17]([N+:19]([O-:21])=[O:20])[CH:18]=1. The yield is 0.950. (2) The reactants are Br[C:2]1[CH:7]=[CH:6][C:5]([C@@H:8]([N:10]2[CH2:15][CH2:14][C@:13]([CH2:22][C:23]([OH:26])([CH3:25])[CH3:24])([C:16]3[CH:21]=[CH:20][CH:19]=[CH:18][CH:17]=3)[O:12][C:11]2=[O:27])[CH3:9])=[CH:4][CH:3]=1.[CH3:28][C:29]1([CH3:45])[C:33]([CH3:35])([CH3:34])[O:32][B:31]([B:31]2[O:32][C:33]([CH3:35])([CH3:34])[C:29]([CH3:45])([CH3:28])[O:30]2)[O:30]1.CC([O-])=O.[K+]. The catalyst is CS(C)=O.C1C=CC(P([C]2[CH][CH][CH][CH]2)C2C=CC=CC=2)=CC=1.C1C=CC(P([C]2[CH][CH][CH][CH]2)C2C=CC=CC=2)=CC=1.Cl[Pd]Cl.[Fe]. The product is [OH:26][C:23]([CH3:25])([CH3:24])[CH2:22][C@@:13]1([C:16]2[CH:21]=[CH:20][CH:19]=[CH:18][CH:17]=2)[O:12][C:11](=[O:27])[N:10]([C@H:8]([C:5]2[CH:6]=[CH:7][C:2]([B:31]3[O:32][C:33]([CH3:35])([CH3:34])[C:29]([CH3:45])([CH3:28])[O:30]3)=[CH:3][CH:4]=2)[CH3:9])[CH2:15][CH2:14]1. The yield is 0.600. (3) The reactants are C([O:3][C:4](=[O:34])[CH2:5][CH2:6][C:7]1[CH:12]=[CH:11][C:10]([O:13][C:14]2[CH:19]=[CH:18][C:17]([CH3:20])=[C:16]([O:21][C:22]3[CH:27]=[CH:26][C:25]([C:28]([F:31])([F:30])[F:29])=[CH:24][C:23]=3Br)[CH:15]=2)=[CH:9][C:8]=1[CH3:33])C.[C:35]1([OH:41])[CH:40]=[CH:39][CH:38]=[CH:37][CH:36]=1. No catalyst specified. The product is [CH3:33][C:8]1[CH:9]=[C:10]([O:13][C:14]2[CH:19]=[CH:18][C:17]([CH3:20])=[C:16]([O:21][C:22]3[CH:27]=[CH:26][C:25]([C:28]([F:30])([F:29])[F:31])=[CH:24][C:23]=3[O:41][C:35]3[CH:40]=[CH:39][CH:38]=[CH:37][CH:36]=3)[CH:15]=2)[CH:11]=[CH:12][C:7]=1[CH2:6][CH2:5][C:4]([OH:3])=[O:34]. The yield is 0.570. (4) The reactants are C([O:3][C:4]([CH:6]1[C:12]2[NH:13][C:14]3[CH:15]=[CH:16][CH:17]=[CH:18][C:19]=3[C:11]=2[CH2:10][CH2:9][N:8]([C:20](=[O:28])[C:21]2[CH:26]=[CH:25][C:24]([F:27])=[CH:23][CH:22]=2)[CH2:7]1)=[O:5])C.[OH-].[Na+].CC(O)=O. The catalyst is O1CCOCC1.O. The product is [F:27][C:24]1[CH:23]=[CH:22][C:21]([C:20]([N:8]2[CH2:9][CH2:10][C:11]3[C:19]4[CH:18]=[CH:17][CH:16]=[CH:15][C:14]=4[NH:13][C:12]=3[CH:6]([C:4]([OH:5])=[O:3])[CH2:7]2)=[O:28])=[CH:26][CH:25]=1. The yield is 0.840. (5) The reactants are [CH3:1][O:2][C:3]1[CH:8]=[C:7]([C:9]2[CH:10]=[N:11][N:12]([CH2:14][CH2:15][N:16]3[CH2:21][CH2:20][N:19]([CH3:22])[CH2:18][CH2:17]3)[CH:13]=2)[CH:6]=[CH:5][C:4]=1[NH:23][CH:24]=O.[CH:26]1([NH:32][C:33]2[C:38]3[N:39]=C(S(C)(=O)=O)[N:41]=[CH:42][C:37]=3[CH:36]=[CH:35][N:34]=2)[CH2:31][CH2:30][CH2:29][CH2:28][CH2:27]1. No catalyst specified. The product is [CH:26]1([NH:32][C:33]2[C:38]3[N:39]=[C:24]([NH:23][C:4]4[CH:5]=[CH:6][C:7]([C:9]5[CH:10]=[N:11][N:12]([CH2:14][CH2:15][N:16]6[CH2:21][CH2:20][N:19]([CH3:22])[CH2:18][CH2:17]6)[CH:13]=5)=[CH:8][C:3]=4[O:2][CH3:1])[N:41]=[CH:42][C:37]=3[CH:36]=[CH:35][N:34]=2)[CH2:27][CH2:28][CH2:29][CH2:30][CH2:31]1. The yield is 0.480. (6) The reactants are [Cl:1][C:2]1[CH:7]=[CH:6][C:5]([C:8](=O)[CH2:9][C:10](=O)[C:11]([F:14])([F:13])[F:12])=[CH:4][C:3]=1[CH3:17].[NH2:18][C:19]1[C:23]([C:24]2[CH:29]=[CH:28][N:27]=[CH:26][CH:25]=2)=[CH:22][NH:21][N:20]=1. No catalyst specified. The product is [Cl:1][C:2]1[CH:7]=[CH:6][C:5]([C:8]2[CH:9]=[C:10]([C:11]([F:14])([F:13])[F:12])[N:20]3[N:21]=[CH:22][C:23]([C:24]4[CH:29]=[CH:28][N:27]=[CH:26][CH:25]=4)=[C:19]3[N:18]=2)=[CH:4][C:3]=1[CH3:17]. The yield is 0.750. (7) The reactants are C(O)(=O)C.[C:5]([CH2:13][C:14]([O:16][CH2:17][CH3:18])=[O:15])(=O)[C:6]1[CH:11]=[CH:10][CH:9]=[CH:8][CH:7]=1.[CH3:19][NH2:20]. The catalyst is CCO. The product is [CH3:19][NH:20][C:5]([C:6]1[CH:11]=[CH:10][CH:9]=[CH:8][CH:7]=1)=[CH:13][C:14]([O:16][CH2:17][CH3:18])=[O:15]. The yield is 0.990.